This data is from Reaction yield outcomes from USPTO patents with 853,638 reactions. The task is: Predict the reaction yield, written as a fraction of the theoretical maximum amount of product (1.0 means a 100% yield; for example, 0.34 means a 34% yield). (1) The reactants are [Cl:1][C:2]1[C:10]2[N:9]=[C:8]3[N:11]([C:15]4[CH:20]=[CH:19][C:18]([Cl:21])=[CH:17][C:16]=4[Cl:22])[CH2:12][CH2:13][CH2:14][N:7]3[C:6]=2[C:5]([CH:23]([OH:26])[CH2:24][CH3:25])=[CH:4][CH:3]=1.[H-].[Na+].[CH:29]1([CH2:32]Br)[CH2:31][CH2:30]1. The catalyst is CN(C)C=O. The product is [Cl:1][C:2]1[C:10]2[N:9]=[C:8]3[N:11]([C:15]4[CH:20]=[CH:19][C:18]([Cl:21])=[CH:17][C:16]=4[Cl:22])[CH2:12][CH2:13][CH2:14][N:7]3[C:6]=2[C:5]([CH:23]([O:26][CH2:32][CH:29]2[CH2:31][CH2:30]2)[CH2:24][CH3:25])=[CH:4][CH:3]=1. The yield is 0.910. (2) The reactants are [CH:1]1([CH2:4][N:5]2[CH2:30][CH2:29][C@:12]34[C:13]5[C:14]6[O:28][C@H:11]3[C:10](=[CH2:31])[CH2:9][CH2:8][C@@:7]4([OH:32])[C@H:6]2[CH2:19][C:18]=5[CH:17]=[CH:16][C:15]=6[O:20][CH2:21][C:22]2[CH:27]=[CH:26][CH:25]=[CH:24][CH:23]=2)[CH2:3][CH2:2]1.B.C1C[O:37]CC1.[OH-].[Na+].OO. The catalyst is C1COCC1.CCO. The product is [CH:1]1([CH2:4][N:5]2[CH2:30][CH2:29][C@:12]34[C:13]5[C:14]6[O:28][C@H:11]3[C@@H:10]([CH2:31][OH:37])[CH2:9][CH2:8][C@@:7]4([OH:32])[C@H:6]2[CH2:19][C:18]=5[CH:17]=[CH:16][C:15]=6[O:20][CH2:21][C:22]2[CH:27]=[CH:26][CH:25]=[CH:24][CH:23]=2)[CH2:2][CH2:3]1. The yield is 0.800. (3) The reactants are [C:1]([C:3]1[S:7][C:6](C2C=CC(C(O)=O)=CC=2)=[CH:5][CH:4]=1)#[N:2].CCN=C=N[CH2:22][CH2:23][CH2:24][N:25]([CH3:27])C.Cl.C1C=CC2N([OH:38])N=NC=2C=1.[CH3:39][CH2:40][N:41]([CH:45]([CH3:47])[CH3:46])[CH:42]([CH3:44])C.N1[CH2:52][CH2:51][CH2:50][C@H:49]1[CH2:53]N1CCCC1. The catalyst is CN(C=O)C.ClCCl. The product is [N:25]1([CH2:47][C@@H:45]2[CH2:46][CH2:44][CH2:42][N:41]2[C:40]([C:39]2[CH:52]=[CH:51][C:50]([SH:7]3[CH:6]=[CH:5][CH:4]=[C:3]3[C:1]#[N:2])=[CH:49][CH:53]=2)=[O:38])[CH2:24][CH2:23][CH2:22][CH2:27]1. The yield is 0.640. (4) The reactants are [CH3:1][NH:2][C:3]([N:5]1[C:11]([CH3:12])=[CH:10][C:9]2[CH:13]=[CH:14][C:15]([Cl:17])=[CH:16][C:8]=2[C:7]([C:18]2[CH:23]=[CH:22][C:21]([N+:24]([O-])=O)=[C:20]([CH3:27])[CH:19]=2)=[N:6]1)=[O:4].O.NN. The catalyst is CO.ClCCl.[Ni]. The product is [CH3:1][NH:2][C:3]([N:5]1[C:11]([CH3:12])=[CH:10][C:9]2[CH:13]=[CH:14][C:15]([Cl:17])=[CH:16][C:8]=2[C:7]([C:18]2[CH:23]=[CH:22][C:21]([NH2:24])=[C:20]([CH3:27])[CH:19]=2)=[N:6]1)=[O:4]. The yield is 0.780. (5) The product is [CH3:1][O:17][C:15](=[O:16])[C:14]1[CH:18]=[CH:19][C:11]([C:46]#[C:45][C:44]#[C:43][C:42]2[CH:40]=[N:37][C:30]([Cl:33])=[CH:31][CH:47]=2)=[CH:12][CH:13]=1. The reactants are [CH3:1]CN(C(C)C)C(C)C.I[C:11]1[CH:19]=[CH:18][C:14]([C:15]([OH:17])=[O:16])=[CH:13][CH:12]=1.C1C=NC2N(O)N=NC=2C=1.[CH2:30]([Cl:33])[CH2:31]Cl.O[C@@H]1CC[N:37]([C:40]([C:42]2[CH:47]=[CH:46][C:45](OC(F)(F)F)=[CH:44][CH:43]=2)=O)[C@H]1C(NOCC1C=CC=CC=1)=O. The catalyst is CN(C=O)C.CCOC(C)=O.CCCCCC. The yield is 0.930. (6) The reactants are [C:9](O[C:9]([O:11][C:12]([CH3:15])([CH3:14])[CH3:13])=[O:10])([O:11][C:12]([CH3:15])([CH3:14])[CH3:13])=[O:10].[NH2:16][CH2:17][CH2:18][NH:19][S:20]([C:23]1[CH:28]=[CH:27][C:26]([Br:29])=[CH:25][C:24]=1[O:30][C:31]([F:34])([F:33])[F:32])(=[O:22])=[O:21]. The catalyst is CN(C)C1C=CN=CC=1.O1CCCC1. The product is [Br:29][C:26]1[CH:27]=[CH:28][C:23]([S:20]([N:19]([C:9]([O:11][C:12]([CH3:13])([CH3:14])[CH3:15])=[O:10])[CH2:18][CH2:17][NH:16][C:9](=[O:10])[O:11][C:12]([CH3:15])([CH3:14])[CH3:13])(=[O:21])=[O:22])=[C:24]([O:30][C:31]([F:33])([F:34])[F:32])[CH:25]=1. The yield is 0.940. (7) The reactants are O.[SH-].[Na+].[CH3:4][C:5]1([CH3:15])[O:9][N:8]=[C:7]([S:10]([CH2:13][CH3:14])(=O)=O)[CH2:6]1.C(=O)([O-])[O-].[K+].[K+].C(S([O-])=O)O.[Na+].BrCC1[C:31]([CH:37]([F:39])[F:38])=[N:32][N:33]([CH3:36])[C:34]=1[Cl:35]. The catalyst is CN(C)C=O.O. The product is [Cl:35][C:34]1[N:33]([CH3:36])[N:32]=[C:31]([CH:37]([F:39])[F:38])[C:14]=1[CH2:13][S:10][C:7]1[CH2:6][C:5]([CH3:15])([CH3:4])[O:9][N:8]=1. The yield is 0.680. (8) The yield is 0.980. The reactants are [CH2:1]([N:8]1[C:17]2[C:12](=[CH:13][C:14]([Cl:18])=[CH:15][CH:16]=2)[C:11](Cl)=[C:10]([C:20]#[N:21])[C:9]1=[O:22])[C:2]1[CH:7]=[CH:6][CH:5]=[CH:4][CH:3]=1.[NH:23]1[CH2:28][CH2:27][NH:26][CH2:25][CH2:24]1. The product is [CH2:1]([N:8]1[C:17]2[C:12](=[CH:13][C:14]([Cl:18])=[CH:15][CH:16]=2)[C:11]([N:23]2[CH2:28][CH2:27][NH:26][CH2:25][CH2:24]2)=[C:10]([C:20]#[N:21])[C:9]1=[O:22])[C:2]1[CH:7]=[CH:6][CH:5]=[CH:4][CH:3]=1. The catalyst is ClCCl.